From a dataset of Reaction yield outcomes from USPTO patents with 853,638 reactions. Predict the reaction yield, written as a fraction of the theoretical maximum amount of product (1.0 means a 100% yield; for example, 0.34 means a 34% yield). (1) The catalyst is C1COCC1. The yield is 0.360. The reactants are [CH3:1][O:2][C:3](=[O:11])[C:4]1[CH:9]=[CH:8][C:7]([OH:10])=[N:6][CH:5]=1.[CH3:12][C:13]1[O:17][N:16]=[C:15]([CH:18]2[CH2:23][CH2:22][O:21][CH2:20][CH2:19]2)[C:14]=1[CH2:24]O.C1(P(C2C=CC=CC=2)C2C=CC=CC=2)C=CC=CC=1.N(C(OC(C)C)=O)=NC(OC(C)C)=O. The product is [CH3:1][O:2][C:3](=[O:11])[C:4]1[CH:9]=[CH:8][C:7]([O:10][CH2:24][C:14]2[C:15]([CH:18]3[CH2:23][CH2:22][O:21][CH2:20][CH2:19]3)=[N:16][O:17][C:13]=2[CH3:12])=[N:6][CH:5]=1. (2) The yield is 0.950. The reactants are [NH2:1][C:2]1[N:6]([C:7]2[CH:12]=[CH:11][CH:10]=[CH:9][CH:8]=2)[N:5]=[C:4]([C:13]#[N:14])[C:3]=1[CH3:15].[OH-:16].[Na+]. The product is [NH2:1][C:2]1[N:6]([C:7]2[CH:12]=[CH:11][CH:10]=[CH:9][CH:8]=2)[N:5]=[C:4]([C:13]([NH2:14])=[O:16])[C:3]=1[CH3:15]. The catalyst is OS(O)(=O)=O. (3) The reactants are [C:1]1([C:7]2[C:12]([C:13]([O:15][CH2:16][CH3:17])=[O:14])=[CH:11][N:10]=[C:9](S(C)(=O)=O)[N:8]=2)[CH:6]=[CH:5][CH:4]=[CH:3][CH:2]=1.[S:22]1[CH:26]=[CH:25][CH:24]=[C:23]1[CH2:27][NH2:28]. The catalyst is O1CCOCC1. The product is [C:1]1([C:7]2[C:12]([C:13]([O:15][CH2:16][CH3:17])=[O:14])=[CH:11][N:10]=[C:9]([NH:28][CH2:27][C:23]3[S:22][CH:26]=[CH:25][CH:24]=3)[N:8]=2)[CH:2]=[CH:3][CH:4]=[CH:5][CH:6]=1. The yield is 0.780. (4) The yield is 0.950. The product is [CH2:7]([N:6]([CH2:11][CH:12]([CH3:14])[CH3:13])[C:5]1[CH:15]=[CH:16][C:2]([CH:28]=[CH2:29])=[CH:3][C:4]=1[N+:17]([O-:19])=[O:18])[CH:8]([CH3:10])[CH3:9]. The reactants are Br[C:2]1[CH:16]=[CH:15][C:5]([N:6]([CH2:11][CH:12]([CH3:14])[CH3:13])[CH2:7][CH:8]([CH3:10])[CH3:9])=[C:4]([N+:17]([O-:19])=[O:18])[CH:3]=1.[O-]P([O-])([O-])=O.[K+].[K+].[K+].[CH2:28](O)[CH3:29]. The catalyst is C1(C)C=CC=CC=1.CCOC(C)=O.O.C1C=CC([P]([Pd]([P](C2C=CC=CC=2)(C2C=CC=CC=2)C2C=CC=CC=2)([P](C2C=CC=CC=2)(C2C=CC=CC=2)C2C=CC=CC=2)[P](C2C=CC=CC=2)(C2C=CC=CC=2)C2C=CC=CC=2)(C2C=CC=CC=2)C2C=CC=CC=2)=CC=1. (5) The reactants are [Cl:1][C:2]1[N:11]=[CH:10][C:9]2[NH:8][C:7](=[O:12])[CH:6]3[CH2:13][O:14][CH2:15][CH2:16][N:5]3[C:4]=2[N:3]=1.[CH3:17][C:18]([CH3:21])([O-])[CH3:19].[Na+].BrCC1CC1.O. The catalyst is CS(C)=O. The product is [Cl:1][C:2]1[N:11]=[CH:10][C:9]2[N:8]([CH2:17][CH:18]3[CH2:21][CH2:19]3)[C:7](=[O:12])[CH:6]3[CH2:13][O:14][CH2:15][CH2:16][N:5]3[C:4]=2[N:3]=1. The yield is 0.970. (6) The reactants are [CH:1]1([CH2:4][NH:5][C:6]2[C:11]([N+:12]([O-])=O)=[CH:10][C:9]([N+:15]([O-:17])=[O:16])=[CH:8][N:7]=2)[CH2:3][CH2:2]1. The catalyst is CCOC(C)=O.[Pd]. The product is [CH:1]1([CH2:4][NH:5][C:6]2[C:11]([NH2:12])=[CH:10][C:9]([N+:15]([O-:17])=[O:16])=[CH:8][N:7]=2)[CH2:2][CH2:3]1. The yield is 0.773. (7) The reactants are [CH3:1][C:2]1[N:11]([CH:12]2[CH2:17][CH2:16][C:15](=[O:18])[NH:14][C:13]2=[O:19])[C:10](=[O:20])[C:9]2[C:4](=[CH:5][CH:6]=[CH:7][C:8]=2[N+:21]([O-])=O)[N:3]=1. The catalyst is CN(C=O)C.[OH-].[OH-].[Pd+2]. The product is [NH2:21][C:8]1[CH:7]=[CH:6][CH:5]=[C:4]2[C:9]=1[C:10](=[O:20])[N:11]([CH:12]1[CH2:17][CH2:16][C:15](=[O:18])[NH:14][C:13]1=[O:19])[C:2]([CH3:1])=[N:3]2. The yield is 0.690. (8) The reactants are [C:1]1([C:7]2[NH:8][CH:9]=[CH:10][N:11]=2)[CH:6]=[CH:5][CH:4]=[CH:3][CH:2]=1.[OH-].[Na+].[Cl:14][CH2:15][CH2:16]Cl. The catalyst is S([O-])(O)(=O)=O.C([N+](CCCC)(CCCC)CCCC)CCC. The product is [Cl:14][CH2:15][CH2:16][N:11]1[CH:10]=[CH:9][N:8]=[C:7]1[C:1]1[CH:2]=[CH:3][CH:4]=[CH:5][CH:6]=1. The yield is 0.380. (9) The reactants are [CH3:1][C:2]([CH3:35])([CH3:34])[CH2:3][O:4][S:5]([C:8]1[CH:9]=[C:10]([C:14]2[CH:19]=[CH:18][C:17]([F:20])=[C:16]([C@:21]3([CH3:33])[C:27]([F:29])([F:28])[C:26]([CH3:31])([CH3:30])[O:25][CH2:24][C:23](=O)[NH:22]3)[CH:15]=2)[CH:11]=[CH:12][CH:13]=1)(=[O:7])=[O:6].COC1C=CC(P2(SP(C3C=CC(OC)=CC=3)(=S)S2)=[S:45])=CC=1. The catalyst is O1CCOCC1. The product is [CH3:1][C:2]([CH3:34])([CH3:35])[CH2:3][O:4][S:5]([C:8]1[CH:9]=[C:10]([C:14]2[CH:19]=[CH:18][C:17]([F:20])=[C:16]([C@:21]3([CH3:33])[C:27]([F:28])([F:29])[C:26]([CH3:31])([CH3:30])[O:25][CH2:24][C:23](=[S:45])[NH:22]3)[CH:15]=2)[CH:11]=[CH:12][CH:13]=1)(=[O:6])=[O:7]. The yield is 0.900. (10) The reactants are [F:1][C:2]([F:20])([F:19])[CH2:3][C:4]1[NH:5][C:6]2[C:11]([CH:12]=1)=[C:10]([C:13]([F:16])([F:15])[F:14])[C:9]([C:17]#[N:18])=[CH:8][CH:7]=2.C([O-])([O-])=O.[K+].[K+].Cl[CH2:28][C:29]1[N:33]=[C:32]([C:34]2[CH:39]=[CH:38][CH:37]=[C:36]([C:40]([F:43])([F:42])[F:41])[CH:35]=2)[O:31][N:30]=1.CC#N. The catalyst is CCOC(C)=O. The product is [F:20][C:2]([F:1])([F:19])[CH2:3][C:4]1[N:5]([CH2:28][C:29]2[N:33]=[C:32]([C:34]3[CH:39]=[CH:38][CH:37]=[C:36]([C:40]([F:43])([F:41])[F:42])[CH:35]=3)[O:31][N:30]=2)[C:6]2[C:11]([CH:12]=1)=[C:10]([C:13]([F:16])([F:15])[F:14])[C:9]([C:17]#[N:18])=[CH:8][CH:7]=2. The yield is 0.220.